Predict the reaction yield, written as a fraction of the theoretical maximum amount of product (1.0 means a 100% yield; for example, 0.34 means a 34% yield). From a dataset of Reaction yield outcomes from USPTO patents with 853,638 reactions. (1) The reactants are [Cl:1][C:2]1[CH:32]=[CH:31][CH:30]=[C:29]([C:33]([F:36])([F:35])[F:34])[C:3]=1[C:4]([N:6]1[C:14]2[C:9](=[N:10][CH:11]=[C:12](C(O)=O)[CH:13]=2)[C:8]([C:18]2[CH:23]=[CH:22][C:21]([C:24]([O:26][CH3:27])=[O:25])=[CH:20][C:19]=2[F:28])=[N:7]1)=[O:5].C1C=CC(P(N=[N+]=[N-])(C2C=CC=CC=2)=[O:44])=CC=1.CC[N:56]([CH:60](C)C)C(C)C.[CH3:63][C:64]([OH:67])([CH3:66])[CH3:65]. The catalyst is C(Cl)Cl. The product is [C:64]([O:67][C:60]([NH:56][C:12]1[CH:13]=[C:14]2[N:6]([C:4](=[O:5])[C:3]3[C:29]([C:33]([F:34])([F:36])[F:35])=[CH:30][CH:31]=[CH:32][C:2]=3[Cl:1])[N:7]=[C:8]([C:18]3[CH:23]=[CH:22][C:21]([C:24]([O:26][CH3:27])=[O:25])=[CH:20][C:19]=3[F:28])[C:9]2=[N:10][CH:11]=1)=[O:44])([CH3:66])([CH3:65])[CH3:63]. The yield is 0.640. (2) The reactants are [Si:1]([O:8][C@@H:9]([C:25]1[CH:30]=[CH:29][CH:28]=[CH:27][C:26]=1[C:31]1[CH:36]=[CH:35][C:34]([Cl:37])=[CH:33][CH:32]=1)[CH:10]1[CH2:15][CH2:14][N:13]([C:16]2[CH:24]=[CH:23][C:19]([C:20](O)=[O:21])=[CH:18][CH:17]=2)[CH2:12][CH2:11]1)([C:4]([CH3:7])([CH3:6])[CH3:5])([CH3:3])[CH3:2].[Si:38]([O:55][CH2:56][C@@H:57]1[N:62]([CH2:63][CH2:64][C@@H:65]([NH:74][C:75]2[CH:80]=[CH:79][C:78]([S:81]([NH2:84])(=[O:83])=[O:82])=[CH:77][C:76]=2[S:85]([C:88]([F:91])([F:90])[F:89])(=[O:87])=[O:86])[CH2:66][S:67][C:68]2[CH:73]=[CH:72][CH:71]=[CH:70][CH:69]=2)[CH2:61][CH2:60][O:59][CH2:58]1)([C:51]([CH3:54])([CH3:53])[CH3:52])([C:45]1[CH:50]=[CH:49][CH:48]=[CH:47][CH:46]=1)[C:39]1[CH:44]=[CH:43][CH:42]=[CH:41][CH:40]=1. No catalyst specified. The product is [Si:1]([O:8][C@@H:9]([C:25]1[CH:30]=[CH:29][CH:28]=[CH:27][C:26]=1[C:31]1[CH:36]=[CH:35][C:34]([Cl:37])=[CH:33][CH:32]=1)[CH:10]1[CH2:15][CH2:14][N:13]([C:16]2[CH:24]=[CH:23][C:19]([C:20]([NH:84][S:81]([C:78]3[CH:79]=[CH:80][C:75]([NH:74][C@H:65]([CH2:64][CH2:63][N:62]4[CH2:61][CH2:60][O:59][CH2:58][C@@H:57]4[CH2:56][O:55][Si:38]([C:51]([CH3:52])([CH3:53])[CH3:54])([C:45]4[CH:46]=[CH:47][CH:48]=[CH:49][CH:50]=4)[C:39]4[CH:44]=[CH:43][CH:42]=[CH:41][CH:40]=4)[CH2:66][S:67][C:68]4[CH:73]=[CH:72][CH:71]=[CH:70][CH:69]=4)=[C:76]([S:85]([C:88]([F:89])([F:90])[F:91])(=[O:86])=[O:87])[CH:77]=3)(=[O:83])=[O:82])=[O:21])=[CH:18][CH:17]=2)[CH2:12][CH2:11]1)([C:4]([CH3:7])([CH3:6])[CH3:5])([CH3:3])[CH3:2]. The yield is 0.770. (3) The yield is 0.902. The product is [CH2:8]([C:4]1[CH:3]=[C:2](/[CH:12]=[CH:11]/[C:10]([NH2:14])=[O:13])[CH:7]=[CH:6][CH:5]=1)[CH3:9]. The catalyst is CN(C=O)C.CC([O-])=O.CC([O-])=O.[Pd+2].CC1C=CC=CC=1P(C1C=CC=CC=1C)C1C=CC=CC=1C. The reactants are Br[C:2]1[CH:7]=[CH:6][CH:5]=[C:4]([CH2:8][CH3:9])[CH:3]=1.[C:10]([NH2:14])(=[O:13])[CH:11]=[CH2:12].C(N(C(C)C)C(C)C)C. (4) The reactants are [CH2:1]([O:3][CH:4]([O:7][CH2:8][CH3:9])[CH2:5][NH2:6])[CH3:2].[N:10]1[C:19]2[C:14](=[CH:15][CH:16]=[CH:17][C:18]=2[CH:20]=O)[CH:13]=[CH:12][CH:11]=1. No catalyst specified. The product is [CH2:1]([O:3][CH:4]([O:7][CH2:8][CH3:9])[CH2:5][NH:6][CH2:20][C:18]1[CH:17]=[CH:16][CH:15]=[C:14]2[C:19]=1[N:10]=[CH:11][CH:12]=[CH:13]2)[CH3:2]. The yield is 0.730.